Dataset: Full USPTO retrosynthesis dataset with 1.9M reactions from patents (1976-2016). Task: Predict the reactants needed to synthesize the given product. (1) Given the product [CH3:1][C:2]1[C:7]([O:8][CH3:9])=[C:6]([CH2:10]/[CH:11]=[C:12](/[CH2:14][CH2:15][C:16]([O:18][CH2:38][CH2:39][N:40]2[CH2:45][CH2:44][O:43][CH2:42][CH2:41]2)=[O:17])\[CH3:13])[C:5]([OH:19])=[C:4]2[C:20]([O:22][CH2:23][C:3]=12)=[O:21], predict the reactants needed to synthesize it. The reactants are: [CH3:1][C:2]1[C:7]([O:8][CH3:9])=[C:6]([CH2:10]/[CH:11]=[C:12](/[CH2:14][CH2:15][C:16]([OH:18])=[O:17])\[CH3:13])[C:5]([OH:19])=[C:4]2[C:20]([O:22][CH2:23][C:3]=12)=[O:21].O.O.[Sn](Cl)Cl.C(OCC(C)C)(=O)C.O[CH2:38][CH2:39][N:40]1[CH2:45][CH2:44][O:43][CH2:42][CH2:41]1. (2) Given the product [F:1][C:2]1[CH:3]=[C:4]([C:9]2[O:10][C:11]3[CH:16]=[C:15]([O:17][CH2:18][C@@H:19]([NH:21][C:22](=[O:24])[CH3:23])[CH3:20])[N:14]=[CH:13][C:12]=3[N:25]=2)[CH:5]=[CH:6][C:7]=1[O:8][CH2:37][CH2:38][CH:39]([OH:41])[CH3:40], predict the reactants needed to synthesize it. The reactants are: [F:1][C:2]1[CH:3]=[C:4]([C:9]2[O:10][C:11]3[CH:16]=[C:15]([O:17][CH2:18][C@@H:19]([NH:21][C:22](=[O:24])[CH3:23])[CH3:20])[N:14]=[CH:13][C:12]=3[N:25]=2)[CH:5]=[CH:6][C:7]=1[OH:8].CC1C=CC(S(O[CH2:37][CH2:38][CH:39]([OH:41])[CH3:40])(=O)=O)=CC=1. (3) Given the product [CH3:51][N:48]1[CH:49]=[CH:50][CH:45]([CH:6]2[CH2:5][CH:4]([C:29]3[CH:30]=[CH:31][CH:32]=[CH:33][CH:34]=3)[O:9][C:8](=[O:10])[NH:7]2)[CH2:46][C:47]1=[O:52], predict the reactants needed to synthesize it. The reactants are: OC(C)(C)C[C:4]1([C:29]2[CH:34]=[CH:33][CH:32]=[CH:31][CH:30]=2)[O:9][C:8](=[O:10])[N:7](C(C2C=CC(B3OC(C)(C)C(C)(C)O3)=CC=2)(C)C)[CH2:6][CH2:5]1.C(=O)([O-])[O-].[Na+].[Na+].O.I[C:45]1[CH:50]=[CH:49][N:48]([CH3:51])[C:47](=[O:52])[CH:46]=1. (4) Given the product [Br:20][C:16]1[CH:17]=[CH:18][C:19]2[N:7]([C:1]3[CH:2]=[CH:3][CH:4]=[CH:5][CH:6]=3)[C:8]3[C:13]([C:14]=2[CH:15]=1)=[CH:12][CH:11]=[CH:10][CH:9]=3, predict the reactants needed to synthesize it. The reactants are: [C:1]1([N:7]2[C:19]3[CH:18]=[CH:17][CH:16]=[CH:15][C:14]=3[C:13]3[C:8]2=[CH:9][CH:10]=[CH:11][CH:12]=3)[CH:6]=[CH:5][CH:4]=[CH:3][CH:2]=1.[Br:20]N1C(=O)CCC1=O.C1(C)C=CC=CC=1. (5) The reactants are: C([O:3][C:4]([C:6]1[CH:7]=[C:8]2[C:13](=[CH:14][CH:15]=1)[N:12]=[C:11]([C:16]1[CH:21]=[CH:20][C:19]([C:22]3[NH:26][C:25]([C@@H:27]4[CH2:31][CH2:30][CH2:29][N:28]4[C:32](=[O:42])[C@@H:33]([NH:37][C:38](=[O:41])[O:39][CH3:40])[CH:34]([CH3:36])[CH3:35])=[N:24][CH:23]=3)=[CH:18][CH:17]=1)[CH:10]=[N:9]2)=[CH2:5])C.C1C(=O)N([Br:50])C(=O)C1. Given the product [Br:50][CH2:3][C:4]([C:6]1[CH:7]=[C:8]2[C:13](=[CH:14][CH:15]=1)[N:12]=[C:11]([C:16]1[CH:21]=[CH:20][C:19]([C:22]3[NH:26][C:25]([C@@H:27]4[CH2:31][CH2:30][CH2:29][N:28]4[C:32](=[O:42])[C@@H:33]([NH:37][C:38](=[O:41])[O:39][CH3:40])[CH:34]([CH3:36])[CH3:35])=[N:24][CH:23]=3)=[CH:18][CH:17]=1)[CH:10]=[N:9]2)=[O:5], predict the reactants needed to synthesize it.